Predict the reactants needed to synthesize the given product. From a dataset of Full USPTO retrosynthesis dataset with 1.9M reactions from patents (1976-2016). (1) Given the product [C:31]([NH:35][C:7]([C:10]1[C:11]([F:15])=[CH:12][CH:13]=[CH:14][N:9]=1)=[O:6])([CH3:34])([CH3:33])[CH3:32], predict the reactants needed to synthesize it. The reactants are: S([O:6][CH3:7])(OC)(=O)=O.[O-][N+:9]1[CH:14]=[CH:13][CH:12]=[C:11]([F:15])[CH:10]=1.[C-]#N.[Na+].[OH-].[Na+].FC1C(C#N)=NC=CC=1.Cl.[C:31]([NH2:35])([CH3:34])([CH3:33])[CH3:32].CCN=C=NCCCN(C)C.Cl.C1C=CC2N(O)N=NC=2C=1. (2) Given the product [N:2]1[C:11]2[C:6](=[CH:7][CH:8]=[C:9]3[CH:15]=[CH:14][CH:13]=[CH:12][C:10]3=2)[CH:5]=[CH:4][CH:3]=1.[CH3:3][O:16][C:22]1[CH:23]=[C:24]2[CH:30]=[CH:29][CH:28]=[CH:27][C:25]2=[C:26]2[C:21]=1[CH:20]=[CH:19][CH2:18][N:17]2[CH2:32][CH2:31][CH2:37][S:34]([OH:33])(=[O:36])=[O:35], predict the reactants needed to synthesize it. The reactants are: C[N:2]1[C:11]2[C:6](=[CH:7][CH:8]=[C:9]3[CH:15]=[CH:14][CH:13]=[CH:12][C:10]3=2)[CH:5]=[CH:4][CH:3]1[OH:16].[N:17]1[C:26]2[C:21](=[CH:22][CH:23]=[C:24]3[CH:30]=[CH:29][CH:28]=[CH:27][C:25]3=2)[CH:20]=[CH:19][CH:18]=1.[CH2:31]1[CH2:37][S:34](=[O:36])(=[O:35])[O:33][CH2:32]1.CI. (3) The reactants are: [CH:1]([N:4]1[CH:8]=[CH:7][N:6]=[CH:5]1)([CH3:3])[CH3:2].C1C(=O)N([Br:16])C(=O)C1. Given the product [Br:16][C:8]1[N:4]([CH:1]([CH3:3])[CH3:2])[CH:5]=[N:6][CH:7]=1, predict the reactants needed to synthesize it. (4) Given the product [CH2:1]([N:5]([CH2:39][CH2:40][CH2:41][CH3:42])[C:6]([C:8]1[N:9]=[C:10]([C:17]2[CH:22]=[CH:21][C:20]([C:23]([O:25][CH3:26])=[O:24])=[CH:19][C:18]=2[C:27]([N:29]2[CH2:38][CH2:37][C:36]3[C:31](=[CH:32][CH:33]=[CH:34][CH:35]=3)[CH2:30]2)=[O:28])[N:11]([CH2:13][C:14]([NH:44][CH3:43])=[O:16])[CH:12]=1)=[O:7])[CH2:2][CH2:3][CH3:4], predict the reactants needed to synthesize it. The reactants are: [CH2:1]([N:5]([CH2:39][CH2:40][CH2:41][CH3:42])[C:6]([C:8]1[N:9]=[C:10]([C:17]2[CH:22]=[CH:21][C:20]([C:23]([O:25][CH3:26])=[O:24])=[CH:19][C:18]=2[C:27]([N:29]2[CH2:38][CH2:37][C:36]3[C:31](=[CH:32][CH:33]=[CH:34][CH:35]=3)[CH2:30]2)=[O:28])[N:11]([CH2:13][C:14]([OH:16])=O)[CH:12]=1)=[O:7])[CH2:2][CH2:3][CH3:4].[CH3:43][N:44](C(ON1N=NC2C=CC=NC1=2)=[N+](C)C)C.F[P-](F)(F)(F)(F)F.CN.C(N(C(C)C)CC)(C)C. (5) Given the product [Cl:1][C:2]1[CH:33]=[CH:32][C:5]([CH2:6][N:7]2[C:15]3[C:10](=[CH:11][C:12](/[CH:16]=[C:17]4/[C:18](=[O:31])[N:19]([CH2:23][C:24]5([F:30])[CH2:29][CH2:28][N:27]([CH2:38][CH3:39])[CH2:26][CH2:25]5)[C:20](=[O:22])[S:21]/4)=[CH:13][CH:14]=3)[CH:9]=[N:8]2)=[C:4]([C:34]([F:37])([F:36])[F:35])[CH:3]=1, predict the reactants needed to synthesize it. The reactants are: [Cl:1][C:2]1[CH:33]=[CH:32][C:5]([CH2:6][N:7]2[C:15]3[C:10](=[CH:11][C:12](/[CH:16]=[C:17]4/[C:18](=[O:31])[N:19]([CH2:23][C:24]5([F:30])[CH2:29][CH2:28][NH:27][CH2:26][CH2:25]5)[C:20](=[O:22])[S:21]/4)=[CH:13][CH:14]=3)[CH:9]=[N:8]2)=[C:4]([C:34]([F:37])([F:36])[F:35])[CH:3]=1.[CH:38](=O)[CH3:39]. (6) Given the product [Cl:21][C:22]1[CH:23]=[C:24]([CH:27]=[CH:28][CH:29]=1)[CH2:25][NH:26][C:2]1[N:10]=[C:9]([F:11])[N:8]=[C:7]2[C:3]=1[N:4]=[CH:5][NH:6]2, predict the reactants needed to synthesize it. The reactants are: Cl[C:2]1[N:10]=[C:9]([F:11])[N:8]=[C:7]2[C:3]=1[NH:4][CH:5]=[N:6]2.CCN(C(C)C)C(C)C.[Cl:21][C:22]1[CH:23]=[C:24]([CH:27]=[CH:28][CH:29]=1)[CH2:25][NH2:26]. (7) Given the product [Br:1][C:2]1[CH:3]=[C:4]2[C:9](=[CH:10][CH:11]=1)[O:8][C:7]([CH3:16])([C:12]([F:14])([F:13])[F:15])[CH2:6][C@@H:5]2[NH:17][CH2:20][C@@H:19]([OH:18])[C@@H:21]([NH:29][C:30](=[O:36])[O:31][C:32]([CH3:34])([CH3:33])[CH3:35])[CH2:22][C:23]1[CH:28]=[CH:27][CH:26]=[CH:25][CH:24]=1.[C:7]([OH:18])([C:12]([F:15])([F:14])[F:13])=[O:8], predict the reactants needed to synthesize it. The reactants are: [Br:1][C:2]1[CH:3]=[C:4]2[C:9](=[CH:10][CH:11]=1)[O:8][C:7]([CH3:16])([C:12]([F:15])([F:14])[F:13])[CH2:6][C@@H:5]2[NH2:17].[O:18]1[CH2:20][C@@H:19]1[C@@H:21]([NH:29][C:30](=[O:36])[O:31][C:32]([CH3:35])([CH3:34])[CH3:33])[CH2:22][C:23]1[CH:28]=[CH:27][CH:26]=[CH:25][CH:24]=1.